Predict which catalyst facilitates the given reaction. From a dataset of Catalyst prediction with 721,799 reactions and 888 catalyst types from USPTO. (1) Reactant: [Cl:1][C:2]1[CH:3]=[C:4]([CH:8]2C=CC3[C:10](=[CH:11][CH:12]=[CH:13][CH:14]=3)[O:9]2)[CH:5]=[CH:6][CH:7]=1.C[N+]1([O-])CC[O:22]CC1.C[C:27]([OH:30])([CH3:29])[CH3:28]. Product: [Cl:1][C:2]1[CH:3]=[C:4]([C@@H:8]2[C@@H:29]([OH:22])[C@@H:27]([OH:30])[C:28]3[C:10](=[CH:11][CH:12]=[CH:13][CH:14]=3)[O:9]2)[CH:5]=[CH:6][CH:7]=1. The catalyst class is: 822. (2) Reactant: C(OC([N:8]1[CH2:13][CH2:12][CH:11]([N:14]2[CH:18]=[C:17]([C:19]3[CH:20]=[C:21]4[C:27]([CH2:28][C:29]5[C:30]([F:46])=[N:31][C:32]([NH:35][CH2:36][C:37]6[C:38]([O:44][CH3:45])=[N:39][CH:40]=[C:41]([F:43])[CH:42]=6)=[CH:33][CH:34]=5)=[CH:26][N:25](S(C5C=CC=CC=5)(=O)=O)[C:22]4=[N:23][CH:24]=3)[CH:16]=[N:15]2)[CH2:10][CH2:9]1)=O)(C)(C)C.[OH-].[K+].C(O)(=O)CC(CC(O)=O)(C(O)=O)O.C(OC(N1CCC(N2C=C(C3C=C4C(CC5C(F)=NC(NCC6C(OC)=NC=C(F)C=6)=CC=5)=CNC4=NC=3)C=N2)CC1)=O)(C)(C)C.FC(F)(F)C(O)=O.C(=O)(O)[O-].[Na+]. Product: [F:43][C:41]1[CH:42]=[C:37]([CH2:36][NH:35][C:32]2[CH:33]=[CH:34][C:29]([CH2:28][C:27]3[C:21]4[C:22](=[N:23][CH:24]=[C:19]([C:17]5[CH:16]=[N:15][N:14]([CH:11]6[CH2:12][CH2:13][NH:8][CH2:9][CH2:10]6)[CH:18]=5)[CH:20]=4)[NH:25][CH:26]=3)=[C:30]([F:46])[N:31]=2)[C:38]([O:44][CH3:45])=[N:39][CH:40]=1. The catalyst class is: 138.